Regression. Given a peptide amino acid sequence and an MHC pseudo amino acid sequence, predict their binding affinity value. This is MHC class I binding data. From a dataset of Peptide-MHC class I binding affinity with 185,985 pairs from IEDB/IMGT. (1) The MHC is HLA-A69:01 with pseudo-sequence HLA-A69:01. The binding affinity (normalized) is 0.0847. The peptide sequence is SHDTIGPYY. (2) The peptide sequence is HKIPDPQGM. The MHC is HLA-A02:16 with pseudo-sequence HLA-A02:16. The binding affinity (normalized) is 0.0847. (3) The peptide sequence is KRRWRRRW. The MHC is Mamu-B03 with pseudo-sequence Mamu-B03. The binding affinity (normalized) is 0.591.